Predict which catalyst facilitates the given reaction. From a dataset of Catalyst prediction with 721,799 reactions and 888 catalyst types from USPTO. Reactant: [NH2:1][C@H:2]1[C@H:7]([C:8]([O:10][CH2:11][CH3:12])=[O:9])[CH2:6][CH2:5][N:4]([C:13]([O:15][C:16]([CH3:19])([CH3:18])[CH3:17])=[O:14])[CH2:3]1.CCN(CC)CC.[Br:27][CH2:28][CH2:29][CH2:30][CH2:31][C:32](Cl)=[O:33]. Product: [Br:27][CH2:28][CH2:29][CH2:30][CH2:31][C:32]([NH:1][C@H:2]1[C@H:7]([C:8]([O:10][CH2:11][CH3:12])=[O:9])[CH2:6][CH2:5][N:4]([C:13]([O:15][C:16]([CH3:18])([CH3:17])[CH3:19])=[O:14])[CH2:3]1)=[O:33]. The catalyst class is: 2.